From a dataset of Catalyst prediction with 721,799 reactions and 888 catalyst types from USPTO. Predict which catalyst facilitates the given reaction. (1) Reactant: P(Cl)(Cl)([Cl:3])=O.[CH2:6]([N:13]1[C:18](=[O:19])[CH2:17][C:16](=O)[NH:15][C:14]1=[O:21])[C:7]1[CH:12]=[CH:11][CH:10]=[CH:9][CH:8]=1. Product: [CH2:6]([N:13]1[C:18](=[O:19])[CH:17]=[C:16]([Cl:3])[NH:15][C:14]1=[O:21])[C:7]1[CH:12]=[CH:11][CH:10]=[CH:9][CH:8]=1. The catalyst class is: 6. (2) Reactant: [H-].[Na+].[CH3:3][C:4]1[CH:8]=[C:7]([CH3:9])[NH:6][N:5]=1.CN(C)C=O.Cl[C:16]1[N:24]=[C:23]2[C:19]([N:20]=[CH:21][N:22]2[CH2:25][CH3:26])=[C:18]([NH:27][C:28]2[CH:33]=[CH:32][C:31]([Cl:34])=[C:30]([Cl:35])[CH:29]=2)[N:17]=1. Product: [Cl:35][C:30]1[CH:29]=[C:28]([NH:27][C:18]2[N:17]=[C:16]([N:5]3[C:4]([CH3:3])=[CH:8][C:7]([CH3:9])=[N:6]3)[N:24]=[C:23]3[C:19]=2[N:20]=[CH:21][N:22]3[CH2:25][CH3:26])[CH:33]=[CH:32][C:31]=1[Cl:34]. The catalyst class is: 6. (3) Reactant: [CH:1]([O:4][C:5]1[CH:13]=[CH:12][CH:11]=[CH:10][C:6]=1[C:7](Cl)=[O:8])([CH3:3])[CH3:2].[NH2:14]C1C=CC(C#N)=C(C(F)(F)F)C=1.C(N(CC)CC)C. Product: [CH:1]([O:4][C:5]1[CH:13]=[CH:12][CH:11]=[CH:10][C:6]=1[C:7]([NH2:14])=[O:8])([CH3:3])[CH3:2]. The catalyst class is: 4. (4) Reactant: [CH3:1][C@@:2]1([O:25][C:26](/[CH:28]=[CH:29]/[C:30]2[CH:31]=[CH:32][CH:33]=[CH:34][CH:35]=2)=[O:27])[C@H:6]2[C@H:7]([O:11][C@@H:12]3[O:17][C@H:16]([CH2:18][OH:19])[C@@H:15]([OH:20])[C@H:14]([OH:21])[C@H:13]3[OH:22])[O:8][CH:9]=[CH:10][C@@:5]2([OH:23])[C@H:4]([OH:24])[CH2:3]1.[OH-].[Na+:37]. Product: [CH3:1][C@@:2]1([OH:25])[C@H:6]2[C@H:7]([O:11][C@H:12]3[O:17][C@H:16]([CH2:18][OH:19])[C@@H:15]([OH:20])[C@H:14]([OH:21])[C@H:13]3[OH:22])[O:8][CH:9]=[CH:10][C@@:5]2([OH:23])[C@H:4]([OH:24])[CH2:3]1.[C:26]([O-:27])(=[O:25])[CH:28]=[CH:29][C:30]1[CH:35]=[CH:34][CH:33]=[CH:32][CH:31]=1.[Na+:37]. The catalyst class is: 5. (5) Reactant: [C:1]1([C:7]2[CH:8]=[C:9]3[C:13](=[C:14]([C:16]([NH2:18])=[O:17])[CH:15]=2)[NH:12][CH:11]=[CH:10]3)[CH:6]=[CH:5][CH:4]=[CH:3][CH:2]=1.C[O-].[Na+].[CH:22]([CH:24]1[CH2:29][CH2:28][N:27](C(OC(C)(C)C)=O)[CH2:26][CH2:25]1)=O.CCN(C(C)C)C(C)C.[CH2:46]([S:48](Cl)(=[O:50])=[O:49])[CH3:47]. Product: [CH2:46]([S:48]([N:27]1[CH2:26][CH2:25][C:24](=[CH:22][C:10]2[C:9]3[C:13](=[C:14]([C:16]([NH2:18])=[O:17])[CH:15]=[C:7]([C:1]4[CH:6]=[CH:5][CH:4]=[CH:3][CH:2]=4)[CH:8]=3)[NH:12][CH:11]=2)[CH2:29][CH2:28]1)(=[O:50])=[O:49])[CH3:47]. The catalyst class is: 5. (6) Reactant: [CH:1]1[CH:2]=[CH:3][C:4]2[N:9]=[C:8]([C:10]3[N:14]=[CH:13][S:12][CH:11]=3)[NH:7][C:5]=2[CH:6]=1.C([O-])([O-])=O.[K+].[K+].[CH2:21](Br)[C:22]1[CH:27]=[CH:26][CH:25]=[CH:24][CH:23]=1. Product: [CH2:21]([N:9]1[C:4]2[CH:3]=[CH:2][CH:1]=[CH:6][C:5]=2[N:7]=[C:8]1[C:10]1[N:14]=[CH:13][S:12][CH:11]=1)[C:22]1[CH:27]=[CH:26][CH:25]=[CH:24][CH:23]=1. The catalyst class is: 3.